From a dataset of Reaction yield outcomes from USPTO patents with 853,638 reactions. Predict the reaction yield, written as a fraction of the theoretical maximum amount of product (1.0 means a 100% yield; for example, 0.34 means a 34% yield). (1) The reactants are C([N-]C(C)C)(C)C.[Li+].CN1C(=O)N(C)CCC1.Cl[CH2:19][CH2:20][CH2:21][C:22]1([C:32]([O:34][CH3:35])=[O:33])[CH2:27][CH2:26][CH2:25][CH:24]([C:28]([O:30][CH3:31])=[O:29])[CH2:23]1. The catalyst is O1CCCC1. The product is [C:24]12([C:28]([O:30][CH3:31])=[O:29])[CH2:23][C:22]([C:32]([O:34][CH3:35])=[O:33])([CH2:27][CH2:26][CH2:25]1)[CH2:21][CH2:20][CH2:19]2. The yield is 0.600. (2) The reactants are [N:1]1[CH:6]=[CH:5][CH:4]=[C:3]([S:7]([OH:10])(=O)=[O:8])[CH:2]=1.P(Cl)(Cl)(Cl)(Cl)[Cl:12].P(Cl)(Cl)(Cl)=O. The catalyst is C(Cl)(Cl)Cl. The product is [N:1]1[CH:6]=[CH:5][CH:4]=[C:3]([S:7]([Cl:12])(=[O:10])=[O:8])[CH:2]=1. The yield is 0.840. (3) The reactants are Br[C:2]1[CH:18]=[CH:17][C:5]([O:6][CH:7]([CH3:16])[CH2:8][NH:9][S:10]([CH:13]([CH3:15])[CH3:14])(=[O:12])=[O:11])=[CH:4][CH:3]=1.[F:19][C:20]1[CH:25]=[CH:24][C:23](B(O)O)=[CH:22][CH:21]=1.C(=O)([O-])[O-].[Na+].[Na+]. The catalyst is Cl[Pd](Cl)([P](C1C=CC=CC=1)(C1C=CC=CC=1)C1C=CC=CC=1)[P](C1C=CC=CC=1)(C1C=CC=CC=1)C1C=CC=CC=1.COCCOC. The product is [F:19][C:20]1[CH:25]=[CH:24][C:23]([C:2]2[CH:18]=[CH:17][C:5]([O:6][CH:7]([CH3:16])[CH2:8][NH:9][S:10]([CH:13]([CH3:15])[CH3:14])(=[O:12])=[O:11])=[CH:4][CH:3]=2)=[CH:22][CH:21]=1. The yield is 0.210. (4) The reactants are [C:1]([CH2:4][C:5]1[CH:10]=[CH:9][C:8]([CH2:11][CH2:12][CH2:13][CH2:14][N:15]=[N+]=[N-])=[CH:7][CH:6]=1)([OH:3])=[O:2].C1(P(C2C=CC=CC=2)C2C=CC=CC=2)C=CC=CC=1. The catalyst is O.C1COCC1. The product is [C:1]([CH2:4][C:5]1[CH:10]=[CH:9][C:8]([CH2:11][CH2:12][CH2:13][CH2:14][NH2:15])=[CH:7][CH:6]=1)([OH:3])=[O:2]. The yield is 0.530. (5) The reactants are [C:1]([O:5][C:6]([N:8]1[CH2:13][CH2:12][CH:11]([NH2:14])[CH2:10][CH2:9]1)=[O:7])([CH3:4])([CH3:3])[CH3:2].[H-].[Na+].Cl[C:18]1[C:27]2[C:22](=[CH:23][C:24]([Cl:28])=[CH:25][CH:26]=2)[N:21]=[CH:20][N:19]=1. The catalyst is CN(C=O)C. The product is [C:1]([O:5][C:6]([N:8]1[CH2:13][CH2:12][CH:11]([NH:14][C:18]2[C:27]3[C:22](=[CH:23][C:24]([Cl:28])=[CH:25][CH:26]=3)[N:21]=[CH:20][N:19]=2)[CH2:10][CH2:9]1)=[O:7])([CH3:4])([CH3:2])[CH3:3]. The yield is 0.790. (6) The reactants are [CH3:1][C:2]1[C:16](=[O:17])[N:15]=[C:14]2[N:4]([C@@H:5]3[O:9][C@H:8]([CH2:10][OH:11])[C@@H:7]([OH:12])[C@@H:6]3[O:13]2)[CH:3]=1.[CH3:18][O:19][CH2:20][CH2:21][O:22]B([O:22][CH2:21][CH2:20][O:19][CH3:18])[O:22][CH2:21][CH2:20][O:19][CH3:18]. The catalyst is COCCO. The product is [CH3:18][O:19][CH2:20][CH2:21][O:22][C@@H:6]1[C@H:7]([OH:12])[C@@H:8]([CH2:10][OH:11])[O:9][C@H:5]1[N:4]1[CH:3]=[C:2]([CH3:1])[C:16](=[O:17])[NH:15][C:14]1=[O:13]. The yield is 0.630. (7) The reactants are [C:1]([O:5][C:6]([NH:8][CH2:9][C:10]1([C:16]([OH:18])=O)[CH2:12][CH:11]1[CH:13]([CH3:15])[CH3:14])=[O:7])([CH3:4])([CH3:3])[CH3:2].C1C=CC2N(O)N=[N:25]C=2C=1.CN1CCOCC1.C(Cl)CCl. The catalyst is C1COCC1. The product is [C:1]([O:5][C:6](=[O:7])[NH:8][CH2:9][C:10]1([C:16](=[O:18])[NH2:25])[CH2:12][CH:11]1[CH:13]([CH3:15])[CH3:14])([CH3:4])([CH3:3])[CH3:2]. The yield is 1.00.